Dataset: Forward reaction prediction with 1.9M reactions from USPTO patents (1976-2016). Task: Predict the product of the given reaction. (1) Given the reactants [C:1]([O:4][CH2:5][C:6]1[CH:11]=[CH:10][CH:9]=[C:8](/[CH:12]=[CH:13]/[C:14](=[O:16])[CH3:15])[C:7]=1[Br:17])(=[O:3])[CH3:2], predict the reaction product. The product is: [C:1]([O:4][CH2:5][C:6]1[CH:11]=[CH:10][CH:9]=[C:8]([CH2:12][CH2:13][C:14](=[O:16])[CH3:15])[C:7]=1[Br:17])(=[O:3])[CH3:2]. (2) Given the reactants [CH2:1]([O:3][C:4]([C:6]1[C:7](=[O:30])[NH:8][C:9]2[C:14]([C:15]=1[N:16]1[CH2:21][CH2:20][N:19]([C:22]([C:24]3[O:25][CH:26]=[CH:27][CH:28]=3)=[O:23])[CH2:18][CH2:17]1)=[CH:13][C:12]([F:29])=[CH:11][N:10]=2)=[O:5])[CH3:2].[F:31][C:32]1[CH:33]=[C:34]([CH:37]=[CH:38][CH:39]=1)[CH2:35]Br, predict the reaction product. The product is: [CH2:1]([O:3][C:4]([C:6]1[C:7](=[O:30])[N:8]([CH2:35][C:34]2[CH:37]=[CH:38][CH:39]=[C:32]([F:31])[CH:33]=2)[C:9]2[C:14]([C:15]=1[N:16]1[CH2:21][CH2:20][N:19]([C:22]([C:24]3[O:25][CH:26]=[CH:27][CH:28]=3)=[O:23])[CH2:18][CH2:17]1)=[CH:13][C:12]([F:29])=[CH:11][N:10]=2)=[O:5])[CH3:2]. (3) Given the reactants B(Br)(Br)Br.C(OC([N:12]1[CH2:16][C@H:15]([O:17]CC2C=CC=CC=2)[CH2:14][C@@H:13]1[C@@H:25]([OH:54])[C@@H:26]([NH:34][C:35](=[O:53])[C:36]1[CH:41]=[CH:40][CH:39]=[C:38]([C:42](=[O:52])[N:43]([CH3:51])[CH2:44][C:45]2[S:46][CH:47]=[C:48]([CH3:50])[N:49]=2)[CH:37]=1)[CH2:27][C:28]1[CH:33]=[CH:32][CH:31]=[CH:30][CH:29]=1)=O)(C)(C)C, predict the reaction product. The product is: [OH:54][C@H:25]([C@H:13]1[CH2:14][C@@H:15]([OH:17])[CH2:16][NH:12]1)[C@@H:26]([NH:34][C:35](=[O:53])[C:36]1[CH:41]=[CH:40][CH:39]=[C:38]([C:42]([N:43]([CH3:51])[CH2:44][C:45]2[S:46][CH:47]=[C:48]([CH3:50])[N:49]=2)=[O:52])[CH:37]=1)[CH2:27][C:28]1[CH:33]=[CH:32][CH:31]=[CH:30][CH:29]=1.